This data is from Peptide-MHC class I binding affinity with 185,985 pairs from IEDB/IMGT. The task is: Regression. Given a peptide amino acid sequence and an MHC pseudo amino acid sequence, predict their binding affinity value. This is MHC class I binding data. The peptide sequence is AYLLQHLDL. The MHC is HLA-A30:01 with pseudo-sequence HLA-A30:01. The binding affinity (normalized) is 0.0847.